From a dataset of NCI-60 drug combinations with 297,098 pairs across 59 cell lines. Regression. Given two drug SMILES strings and cell line genomic features, predict the synergy score measuring deviation from expected non-interaction effect. (1) Drug 1: CN(C)N=NC1=C(NC=N1)C(=O)N. Drug 2: C1C(C(OC1N2C=NC(=NC2=O)N)CO)O. Cell line: MDA-MB-231. Synergy scores: CSS=2.67, Synergy_ZIP=1.20, Synergy_Bliss=-3.72, Synergy_Loewe=-13.2, Synergy_HSA=-6.48. (2) Drug 1: CCC1(CC2CC(C3=C(CCN(C2)C1)C4=CC=CC=C4N3)(C5=C(C=C6C(=C5)C78CCN9C7C(C=CC9)(C(C(C8N6C=O)(C(=O)OC)O)OC(=O)C)CC)OC)C(=O)OC)O.OS(=O)(=O)O. Drug 2: C1=NC(=NC(=O)N1C2C(C(C(O2)CO)O)O)N. Cell line: M14. Synergy scores: CSS=28.7, Synergy_ZIP=-6.77, Synergy_Bliss=-3.69, Synergy_Loewe=-12.1, Synergy_HSA=-3.12. (3) Drug 1: CN1CCC(CC1)COC2=C(C=C3C(=C2)N=CN=C3NC4=C(C=C(C=C4)Br)F)OC. Drug 2: C1CCN(CC1)CCOC2=CC=C(C=C2)C(=O)C3=C(SC4=C3C=CC(=C4)O)C5=CC=C(C=C5)O. Cell line: OVCAR-5. Synergy scores: CSS=21.0, Synergy_ZIP=-3.47, Synergy_Bliss=6.59, Synergy_Loewe=0.523, Synergy_HSA=5.65. (4) Drug 1: CN1C2=C(C=C(C=C2)N(CCCl)CCCl)N=C1CCCC(=O)O.Cl. Cell line: SK-MEL-2. Drug 2: CN(CC1=CN=C2C(=N1)C(=NC(=N2)N)N)C3=CC=C(C=C3)C(=O)NC(CCC(=O)O)C(=O)O. Synergy scores: CSS=-2.88, Synergy_ZIP=-7.78, Synergy_Bliss=-15.1, Synergy_Loewe=-13.5, Synergy_HSA=-14.7. (5) Drug 1: CN1CCC(CC1)COC2=C(C=C3C(=C2)N=CN=C3NC4=C(C=C(C=C4)Br)F)OC. Drug 2: CN1C(=O)N2C=NC(=C2N=N1)C(=O)N. Cell line: SK-MEL-5. Synergy scores: CSS=-9.40, Synergy_ZIP=5.68, Synergy_Bliss=1.47, Synergy_Loewe=-6.44, Synergy_HSA=-6.48. (6) Drug 1: CC1=CC2C(CCC3(C2CCC3(C(=O)C)OC(=O)C)C)C4(C1=CC(=O)CC4)C. Drug 2: CC1=C(C(=O)C2=C(C1=O)N3CC4C(C3(C2COC(=O)N)OC)N4)N. Cell line: K-562. Synergy scores: CSS=25.3, Synergy_ZIP=1.45, Synergy_Bliss=6.39, Synergy_Loewe=-18.8, Synergy_HSA=5.68. (7) Drug 1: CC1=C2C(C(=O)C3(C(CC4C(C3C(C(C2(C)C)(CC1OC(=O)C(C(C5=CC=CC=C5)NC(=O)OC(C)(C)C)O)O)OC(=O)C6=CC=CC=C6)(CO4)OC(=O)C)O)C)O. Drug 2: CN(C(=O)NC(C=O)C(C(C(CO)O)O)O)N=O. Cell line: A498. Synergy scores: CSS=0.217, Synergy_ZIP=-2.78, Synergy_Bliss=-6.55, Synergy_Loewe=-58.0, Synergy_HSA=-6.94. (8) Drug 1: CC1=C2C(C(=O)C3(C(CC4C(C3C(C(C2(C)C)(CC1OC(=O)C(C(C5=CC=CC=C5)NC(=O)C6=CC=CC=C6)O)O)OC(=O)C7=CC=CC=C7)(CO4)OC(=O)C)O)C)OC(=O)C. Drug 2: CCC1(CC2CC(C3=C(CCN(C2)C1)C4=CC=CC=C4N3)(C5=C(C=C6C(=C5)C78CCN9C7C(C=CC9)(C(C(C8N6C)(C(=O)OC)O)OC(=O)C)CC)OC)C(=O)OC)O.OS(=O)(=O)O. Cell line: HS 578T. Synergy scores: CSS=-1.88, Synergy_ZIP=0.973, Synergy_Bliss=-0.530, Synergy_Loewe=-2.04, Synergy_HSA=-3.65. (9) Drug 1: C1CCC(C1)C(CC#N)N2C=C(C=N2)C3=C4C=CNC4=NC=N3. Drug 2: CC1=C2C(C(=O)C3(C(CC4C(C3C(C(C2(C)C)(CC1OC(=O)C(C(C5=CC=CC=C5)NC(=O)OC(C)(C)C)O)O)OC(=O)C6=CC=CC=C6)(CO4)OC(=O)C)OC)C)OC. Cell line: BT-549. Synergy scores: CSS=54.0, Synergy_ZIP=6.92, Synergy_Bliss=6.38, Synergy_Loewe=-25.9, Synergy_HSA=4.89. (10) Drug 1: C1=C(C(=O)NC(=O)N1)N(CCCl)CCCl. Drug 2: COCCOC1=C(C=C2C(=C1)C(=NC=N2)NC3=CC=CC(=C3)C#C)OCCOC.Cl. Cell line: UO-31. Synergy scores: CSS=25.6, Synergy_ZIP=-4.54, Synergy_Bliss=-1.46, Synergy_Loewe=2.55, Synergy_HSA=3.08.